This data is from Catalyst prediction with 721,799 reactions and 888 catalyst types from USPTO. The task is: Predict which catalyst facilitates the given reaction. Reactant: [N+:1]([O-:4])([O-])=[O:2].[K+].[Br:6][C:7]1[CH:16]=[CH:15][CH:14]=[C:13]2[C:8]=1[CH:9]=[CH:10][N:11]=[CH:12]2.[OH-].[NH4+]. Product: [Br:6][C:7]1[CH:16]=[CH:15][C:14]([N+:1]([O-:4])=[O:2])=[C:13]2[C:8]=1[CH:9]=[CH:10][N:11]=[CH:12]2. The catalyst class is: 65.